From a dataset of Reaction yield outcomes from USPTO patents with 853,638 reactions. Predict the reaction yield, written as a fraction of the theoretical maximum amount of product (1.0 means a 100% yield; for example, 0.34 means a 34% yield). (1) The reactants are [NH2:1][C:2]1[CH:3]=[CH:4][C:5]([CH3:24])=[C:6]([C:8]2[N:13]=[N:12][C:11]([O:14][CH2:15][CH2:16][OH:17])=[C:10]([N:18]3[CH2:23][CH2:22][O:21][CH2:20][CH2:19]3)[CH:9]=2)[CH:7]=1.[F:25][C:26]([F:37])([F:36])[C:27]1[CH:28]=[C:29]([CH:33]=[CH:34][N:35]=1)[C:30](O)=[O:31].C(Cl)CCl.C1C=NC2N(O)N=NC=2C=1. The catalyst is CN(C=O)C. The product is [OH:17][CH2:16][CH2:15][O:14][C:11]1[N:12]=[N:13][C:8]([C:6]2[CH:7]=[C:2]([NH:1][C:30](=[O:31])[C:29]3[CH:33]=[CH:34][N:35]=[C:27]([C:26]([F:37])([F:25])[F:36])[CH:28]=3)[CH:3]=[CH:4][C:5]=2[CH3:24])=[CH:9][C:10]=1[N:18]1[CH2:19][CH2:20][O:21][CH2:22][CH2:23]1. The yield is 0.210. (2) The reactants are Br[C:2]1[CH:29]=[C:28]([CH3:30])[C:5]([C:6]([N:8]2[C:16]3[C:11](=[N:12][CH:13]=[CH:14][CH:15]=3)[C:10]([C:17]3[CH:26]=[CH:25][C:20]([C:21]([O:23][CH3:24])=[O:22])=[CH:19][C:18]=3[F:27])=[N:9]2)=[O:7])=[C:4]([Cl:31])[CH:3]=1.C(O[Na])(C)(C)C.[NH:38]1[CH2:43][CH2:42][O:41][CH2:40][CH2:39]1.Cl. The catalyst is C1(C)C=CC=CC=1.C1C=CC(/C=C/C(/C=C/C2C=CC=CC=2)=O)=CC=1.C1C=CC(/C=C/C(/C=C/C2C=CC=CC=2)=O)=CC=1.C1C=CC(/C=C/C(/C=C/C2C=CC=CC=2)=O)=CC=1.[Pd].[Pd].CC(=O)OCC. The product is [Cl:31][C:4]1[CH:3]=[C:2]([N:38]2[CH2:43][CH2:42][O:41][CH2:40][CH2:39]2)[CH:29]=[C:28]([CH3:30])[C:5]=1[C:6]([N:8]1[C:16]2[C:11](=[N:12][CH:13]=[CH:14][CH:15]=2)[C:10]([C:17]2[CH:26]=[CH:25][C:20]([C:21]([O:23][CH3:24])=[O:22])=[CH:19][C:18]=2[F:27])=[N:9]1)=[O:7]. The yield is 0.300. (3) The reactants are [Cl:1][C:2]1[CH:3]=[C:4]([CH:6]=[CH:7][C:8]=1[O:9][CH3:10])[NH2:5].NC1C=[C:16]([O:18]C)[CH:15]=CC=1C(=O)C. No catalyst specified. The product is [NH2:5][C:4]1[CH:3]=[C:2]([Cl:1])[C:8]([O:9][CH3:10])=[CH:7][C:6]=1[C:16](=[O:18])[CH3:15]. The yield is 0.500. (4) The reactants are [F:1][C:2]([F:41])([F:40])[C:3]([C:12]1[CH:13]=[C:14]([CH:24]=[CH:25][C:26]=1[Sn:27]([CH2:36][CH2:37][CH2:38][CH3:39])([CH2:32][CH2:33][CH2:34][CH3:35])[CH2:28][CH2:29][CH2:30][CH3:31])[CH2:15][NH:16][C:17](=[O:23])[CH2:18][CH2:19][C:20]([OH:22])=[O:21])([O:8][CH2:9][O:10][CH3:11])[C:4]([F:7])([F:6])[F:5].O[N:43]1[C:47](=[O:48])[CH2:46][CH2:45][C:44]1=[O:49].CCN=C=NCCCN(C)C. The catalyst is C(#N)C. The product is [F:41][C:2]([F:1])([F:40])[C:3]([C:12]1[CH:13]=[C:14]([CH:24]=[CH:25][C:26]=1[Sn:27]([CH2:36][CH2:37][CH2:38][CH3:39])([CH2:28][CH2:29][CH2:30][CH3:31])[CH2:32][CH2:33][CH2:34][CH3:35])[CH2:15][NH:16][C:17](=[O:23])[CH2:18][CH2:19][C:20]([O:22][N:43]1[C:47](=[O:48])[CH2:46][CH2:45][C:44]1=[O:49])=[O:21])([O:8][CH2:9][O:10][CH3:11])[C:4]([F:7])([F:6])[F:5]. The yield is 0.600. (5) The reactants are [CH3:1][O:2][C:3]1[CH:8]=[CH:7][C:6]([CH2:9][CH2:10][NH2:11])=[CH:5][CH:4]=1.[C:12](OC(=O)C)(=[O:14])[CH3:13].C(N(CC)CC)C. The catalyst is C(Cl)(Cl)Cl. The product is [CH3:1][O:2][C:3]1[CH:8]=[CH:7][C:6]([CH2:9][CH2:10][NH:11][C:12](=[O:14])[CH3:13])=[CH:5][CH:4]=1. The yield is 0.939.